Predict the product of the given reaction. From a dataset of Forward reaction prediction with 1.9M reactions from USPTO patents (1976-2016). (1) Given the reactants Br[CH2:2][CH2:3][CH2:4][S@:5](=[O:39])([C:33]1[CH:38]=[CH:37][CH:36]=[CH:35][CH:34]=1)=[N:6][C:7](=[O:32])[C:8]1[CH:13]=[C:12]([C:14]#[C:15][C:16]2[CH:21]=[CH:20][CH:19]=[C:18]([NH:22][C:23]([C:25]3[N:29]([CH3:30])[N:28]=[C:27]([CH3:31])[CH:26]=3)=[O:24])[CH:17]=2)[CH:11]=[N:10][CH:9]=1.[CH3:40][NH:41][CH3:42], predict the reaction product. The product is: [CH3:40][N:41]([CH3:42])[CH2:2][CH2:3][CH2:4][S@:5](=[O:39])([C:33]1[CH:38]=[CH:37][CH:36]=[CH:35][CH:34]=1)=[N:6][C:7](=[O:32])[C:8]1[CH:13]=[C:12]([C:14]#[C:15][C:16]2[CH:21]=[CH:20][CH:19]=[C:18]([NH:22][C:23]([C:25]3[N:29]([CH3:30])[N:28]=[C:27]([CH3:31])[CH:26]=3)=[O:24])[CH:17]=2)[CH:11]=[N:10][CH:9]=1. (2) Given the reactants [C:1]([O:5][C:6]([N:8]1[CH2:14][C:13]2[CH:15]=[CH:16][CH:17]=[C:18]([C:19]([OH:21])=O)[C:12]=2[O:11][CH2:10][CH2:9]1)=[O:7])([CH3:4])([CH3:3])[CH3:2].ON1C2C=[CH:29][CH:30]=[CH:31][C:26]=2[N:25]=N1.N1CCCC1.Cl.CN(C)CCCN=C=NCC, predict the reaction product. The product is: [N:25]1([C:19]([C:18]2[C:12]3[O:11][CH2:10][CH2:9][N:8]([C:6]([O:5][C:1]([CH3:3])([CH3:4])[CH3:2])=[O:7])[CH2:14][C:13]=3[CH:15]=[CH:16][CH:17]=2)=[O:21])[CH2:26][CH2:31][CH2:30][CH2:29]1. (3) Given the reactants [Br:1][C:2]1[CH:7]=[CH:6][C:5]([C:8]([CH3:14])([CH3:13])[C:9]([O:11]C)=[O:10])=[CH:4][CH:3]=1.[Li+].[OH-], predict the reaction product. The product is: [Br:1][C:2]1[CH:3]=[CH:4][C:5]([C:8]([CH3:14])([CH3:13])[C:9]([OH:11])=[O:10])=[CH:6][CH:7]=1. (4) Given the reactants Br[C:2]1[CH:3]=[C:4]([NH:13][S:14]([C:17]2[S:18][CH:19]=[CH:20][CH:21]=2)(=[O:16])=[O:15])[C:5]2[C:10]([C:11]=1[OH:12])=[CH:9][CH:8]=[CH:7][CH:6]=2.[I:22]I, predict the reaction product. The product is: [I:22][C:2]1[CH:3]=[C:4]([NH:13][S:14]([C:17]2[S:18][CH:19]=[CH:20][CH:21]=2)(=[O:16])=[O:15])[C:5]2[C:10]([C:11]=1[OH:12])=[CH:9][CH:8]=[CH:7][CH:6]=2.